Dataset: Forward reaction prediction with 1.9M reactions from USPTO patents (1976-2016). Task: Predict the product of the given reaction. (1) Given the reactants Br[C:2]1[CH:7]=[CH:6][C:5]([O:8][C:9]2[CH:14]=[CH:13][C:12]([Cl:15])=[CH:11][N:10]=2)=[CH:4][N:3]=1.[Li]CCCC.[F:21][C:22]1[CH:27]=[C:26]([F:28])[CH:25]=[CH:24][C:23]=1[CH2:29][CH2:30][C:31](N(OC)C)=[O:32], predict the reaction product. The product is: [Cl:15][C:12]1[CH:13]=[CH:14][C:9]([O:8][C:5]2[CH:6]=[CH:7][C:2]([C:31](=[O:32])[CH2:30][CH2:29][C:23]3[CH:24]=[CH:25][C:26]([F:28])=[CH:27][C:22]=3[F:21])=[N:3][CH:4]=2)=[N:10][CH:11]=1. (2) Given the reactants [S:1]1[CH2:5][C:4](=[O:6])[NH:3][C:2]1=[O:7].C([O-])(=O)C.[NH4+].[O:13]([C:20]1[CH:21]=[C:22]([CH:25]=[CH:26][CH:27]=1)[CH:23]=O)[C:14]1[CH:19]=[CH:18][CH:17]=[CH:16][CH:15]=1, predict the reaction product. The product is: [O:13]([C:20]1[CH:21]=[C:22]([CH:25]=[CH:26][CH:27]=1)[CH:23]=[C:5]1[S:1][C:2](=[O:7])[NH:3][C:4]1=[O:6])[C:14]1[CH:15]=[CH:16][CH:17]=[CH:18][CH:19]=1. (3) Given the reactants C(N(CC)CC)C.[NH2:8][C:9]1[N:10]=[C:11]([C:26]2[CH:31]=[CH:30][CH:29]=[CH:28][CH:27]=2)[C:12]([C:16]2[CH:17]=[CH:18][C:19](=[O:25])[N:20]([CH:22]([CH3:24])[CH3:23])[N:21]=2)=[N:13][C:14]=1Br.[C:32]([C:34]1[CH:39]=[CH:38][CH:37]=[CH:36][CH:35]=1)#[CH:33], predict the reaction product. The product is: [NH2:8][C:9]1[N:10]=[C:11]([C:26]2[CH:31]=[CH:30][CH:29]=[CH:28][CH:27]=2)[C:12]([C:16]2[CH:17]=[CH:18][C:19](=[O:25])[N:20]([CH:22]([CH3:24])[CH3:23])[N:21]=2)=[N:13][C:14]=1[C:33]#[C:32][C:34]1[CH:39]=[CH:38][CH:37]=[CH:36][CH:35]=1. (4) Given the reactants C(N(CC)CC)C.[F:8][C:9]1[C:14]([F:15])=[CH:13][CH:12]=[CH:11][C:10]=1[C@H:16]1[CH2:22][N:21]2[C:23]([CH2:26][C:27]([F:30])([F:29])[F:28])=[CH:24][N:25]=[C:20]2[C@H:19]([NH2:31])[CH2:18][CH2:17]1.Cl[C:33](OC1C=CC([N+]([O-])=O)=CC=1)=[O:34].[Cl-].[Cl-].[O:47]=[C:48]1[N:56]([CH:57]2[CH2:62][CH2:61][NH2+:60][CH2:59][CH2:58]2)[C:55]2[C:50](=[NH+:51][CH:52]=[N:53][CH:54]=2)[NH:49]1.C(=O)([O-])[O-].[Na+].[Na+], predict the reaction product. The product is: [F:8][C:9]1[C:14]([F:15])=[CH:13][CH:12]=[CH:11][C:10]=1[C@H:16]1[CH2:22][N:21]2[C:23]([CH2:26][C:27]([F:30])([F:28])[F:29])=[CH:24][N:25]=[C:20]2[C@H:19]([NH:31][C:33]([N:60]2[CH2:61][CH2:62][CH:57]([N:56]3[C:55]4[C:50](=[N:51][CH:52]=[N:53][CH:54]=4)[NH:49][C:48]3=[O:47])[CH2:58][CH2:59]2)=[O:34])[CH2:18][CH2:17]1. (5) The product is: [CH2:1]([O:3][C:4](=[O:23])[CH2:5][CH2:6][C:7]1[CH:12]=[CH:11][C:10]([CH:13]([NH:15][C:16]([O:18][C:19]([CH3:20])([CH3:22])[CH3:21])=[O:17])[CH3:14])=[CH:9][CH:8]=1)[CH3:2]. Given the reactants [CH2:1]([O:3][C:4](=[O:23])[CH:5]=[CH:6][C:7]1[CH:12]=[CH:11][C:10]([CH:13]([NH:15][C:16]([O:18][C:19]([CH3:22])([CH3:21])[CH3:20])=[O:17])[CH3:14])=[CH:9][CH:8]=1)[CH3:2], predict the reaction product. (6) The product is: [Cl:26][CH2:27][C:28]([N:12]1[CH2:13][CH2:14][N:9]([C:5]2[CH:6]=[CH:7][CH:8]=[C:3]([Cl:2])[CH:4]=2)[CH2:10][CH2:11]1)=[O:29]. Given the reactants Cl.[Cl:2][C:3]1[CH:4]=[C:5]([N:9]2[CH2:14][CH2:13][NH:12][CH2:11][CH2:10]2)[CH:6]=[CH:7][CH:8]=1.C(N(CC)CC)C.C(Cl)CCl.[Cl:26][CH2:27][C:28](O)=[O:29], predict the reaction product. (7) Given the reactants Cl[CH2:2][C:3]1[N:4]=[C:5]([CH:8]([CH3:10])[CH3:9])[S:6][CH:7]=1.CCN(C(C)C)C(C)C.[C:20]([N:27]1[CH2:32][CH2:31][NH:30][CH2:29][CH2:28]1)([O:22][C:23]([CH3:26])([CH3:25])[CH3:24])=[O:21], predict the reaction product. The product is: [CH:8]([C:5]1[S:6][CH:7]=[C:3]([CH2:2][N:30]2[CH2:29][CH2:28][N:27]([C:20]([O:22][C:23]([CH3:26])([CH3:25])[CH3:24])=[O:21])[CH2:32][CH2:31]2)[N:4]=1)([CH3:10])[CH3:9]. (8) The product is: [Br:1][C:2]1[CH:16]=[C:6]([NH:7][CH2:8][C:9]2[CH:14]=[CH:13][CH:12]=[C:11]([F:15])[CH:10]=2)[C:5]([NH2:17])=[CH:4][C:3]=1[F:20]. Given the reactants [Br:1][C:2]1[C:3]([F:20])=[CH:4][C:5]([N+:17]([O-])=O)=[C:6]([CH:16]=1)[NH:7][CH2:8][C:9]1[CH:14]=[CH:13][CH:12]=[C:11]([F:15])[CH:10]=1.O.NN.O, predict the reaction product.